This data is from TCR-epitope binding with 47,182 pairs between 192 epitopes and 23,139 TCRs. The task is: Binary Classification. Given a T-cell receptor sequence (or CDR3 region) and an epitope sequence, predict whether binding occurs between them. The epitope is RLRAEAQVK. The TCR CDR3 sequence is CASSYHIGQGYTF. Result: 1 (the TCR binds to the epitope).